Dataset: Peptide-MHC class I binding affinity with 185,985 pairs from IEDB/IMGT. Task: Regression. Given a peptide amino acid sequence and an MHC pseudo amino acid sequence, predict their binding affinity value. This is MHC class I binding data. (1) The MHC is HLA-A02:02 with pseudo-sequence HLA-A02:02. The peptide sequence is AQFAPSASA. The binding affinity (normalized) is 0.809. (2) The MHC is HLA-B15:17 with pseudo-sequence HLA-B15:17. The peptide sequence is SQLVSTAWA. The binding affinity (normalized) is 0.0847.